Dataset: Forward reaction prediction with 1.9M reactions from USPTO patents (1976-2016). Task: Predict the product of the given reaction. (1) Given the reactants Cl.[Cl:2][C:3]1[C:4]([F:24])=[C:5]([NH:10][C:11]2[C:20]3[C:15](=[CH:16][C:17]([OH:23])=[C:18]([O:21][CH3:22])[CH:19]=3)[N:14]=[CH:13][N:12]=2)[CH:6]=[CH:7][C:8]=1[Cl:9].C(=O)([O-])[O-].[K+].[K+].CS(O[CH2:36][CH:37]1[CH2:46][N:45]2[CH:40]([CH2:41][CH2:42][CH2:43][CH2:44]2)[CH2:39][CH2:38]1)(=O)=O, predict the reaction product. The product is: [Cl:2][C:3]1[C:4]([F:24])=[C:5]([NH:10][C:11]2[C:20]3[C:15](=[CH:16][C:17]([O:23][CH2:36][CH:37]4[CH2:46][N:45]5[CH:40]([CH2:41][CH2:42][CH2:43][CH2:44]5)[CH2:39][CH2:38]4)=[C:18]([O:21][CH3:22])[CH:19]=3)[N:14]=[CH:13][N:12]=2)[CH:6]=[CH:7][C:8]=1[Cl:9]. (2) Given the reactants [NH2:1][C:2]1[CH:7]=[CH:6][C:5]([N:8]2[CH2:13][CH2:12][O:11][CH2:10][C@@H:9]2[CH2:14][OH:15])=[CH:4][CH:3]=1.[Cl:16][C:17]1[N:22]=[C:21](Cl)[N:20]=[CH:19][N:18]=1.C(N(CC)C(C)C)(C)C, predict the reaction product. The product is: [Cl:16][C:17]1[N:22]=[CH:21][N:20]=[C:19]([NH:1][C:2]2[CH:3]=[CH:4][C:5]([N:8]3[CH2:13][CH2:12][O:11][CH2:10][C@@H:9]3[CH2:14][OH:15])=[CH:6][CH:7]=2)[N:18]=1.